Task: Predict which catalyst facilitates the given reaction.. Dataset: Catalyst prediction with 721,799 reactions and 888 catalyst types from USPTO (1) Reactant: C(#N)C.[OH:4][CH2:5][CH:6]1[CH2:10][C@@H:9]([C:11]2[N:19]3[C:14]([C:15]([NH:20][C@@H:21]4[C:29]5[C:24](=[CH:25][CH:26]=[CH:27][CH:28]=5)[CH2:23][CH2:22]4)=[N:16][CH:17]=[N:18]3)=[CH:13][CH:12]=2)[CH2:8][C@@H:7]1[O:30][C:31](=[O:38])[C:32]1[CH:37]=[CH:36][CH:35]=[CH:34][CH:33]=1.[S:39](Cl)(=[O:42])(=[O:41])[NH2:40]. Product: [C@@H:21]1([NH:20][C:15]2[C:14]3=[CH:13][CH:12]=[C:11]([C@H:9]4[CH2:8][C@H:7]([O:30][C:31](=[O:38])[C:32]5[CH:33]=[CH:34][CH:35]=[CH:36][CH:37]=5)[CH:6]([CH2:5][O:4][S:39](=[O:42])(=[O:41])[NH2:40])[CH2:10]4)[N:19]3[N:18]=[CH:17][N:16]=2)[C:29]2[C:24](=[CH:25][CH:26]=[CH:27][CH:28]=2)[CH2:23][CH2:22]1. The catalyst class is: 66. (2) Reactant: Br[C:2]1[CH:3]=[CH:4][C:5]2[C:6]3[S:15][C:14]([CH2:16][CH2:17][CH3:18])=[N:13][C:7]=3[C:8]([NH2:12])=[N:9][C:10]=2[CH:11]=1.[N:19]1([C:24]([C:26]2[CH:27]=[C:28](B(O)O)[CH:29]=[CH:30][CH:31]=2)=[O:25])[CH2:23][CH2:22][CH2:21][CH2:20]1. Product: [CH2:16]([C:14]1[S:15][C:6]2[C:5]3[CH:4]=[CH:3][C:2]([C:30]4[CH:29]=[CH:28][CH:27]=[C:26]([C:24]([N:19]5[CH2:20][CH2:21][CH2:22][CH2:23]5)=[O:25])[CH:31]=4)=[CH:11][C:10]=3[N:9]=[C:8]([NH2:12])[C:7]=2[N:13]=1)[CH2:17][CH3:18]. The catalyst class is: 27.